This data is from Peptide-MHC class I binding affinity with 185,985 pairs from IEDB/IMGT. The task is: Regression. Given a peptide amino acid sequence and an MHC pseudo amino acid sequence, predict their binding affinity value. This is MHC class I binding data. (1) The peptide sequence is YFVRVQGLL. The MHC is Patr-A0901 with pseudo-sequence Patr-A0901. The binding affinity (normalized) is 0.397. (2) The peptide sequence is HQFTSNPEV. The MHC is HLA-B07:02 with pseudo-sequence HLA-B07:02. The binding affinity (normalized) is 0.213. (3) The peptide sequence is YWDQVTFFY. The MHC is HLA-B39:01 with pseudo-sequence HLA-B39:01. The binding affinity (normalized) is 0.0847. (4) The peptide sequence is VLFMVAWGK. The MHC is HLA-A11:01 with pseudo-sequence HLA-A11:01. The binding affinity (normalized) is 0.600. (5) The peptide sequence is STSNVITDQT. The MHC is HLA-A68:02 with pseudo-sequence HLA-A68:02. The binding affinity (normalized) is 0.599. (6) The peptide sequence is KLINTLFHA. The MHC is HLA-B27:03 with pseudo-sequence HLA-B27:03. The binding affinity (normalized) is 0.0847. (7) The peptide sequence is RVACRDVEV. The MHC is HLA-A01:01 with pseudo-sequence HLA-A01:01. The binding affinity (normalized) is 0.213.